From a dataset of Reaction yield outcomes from USPTO patents with 853,638 reactions. Predict the reaction yield, written as a fraction of the theoretical maximum amount of product (1.0 means a 100% yield; for example, 0.34 means a 34% yield). (1) The reactants are [CH2:1]([N:8]([C:12]1[CH:17]=[CH:16][C:15]([OH:18])=[C:14]([F:19])[CH:13]=1)[C:9](=[O:11])[CH3:10])[C:2]1[CH:7]=[CH:6][CH:5]=[CH:4][CH:3]=1.Cl[C:21]1[CH:26]=[CH:25][N:24]=[C:23]2[N:27]([CH2:31][C:32]3[CH:37]=[CH:36][C:35]([O:38][CH3:39])=[CH:34][CH:33]=3)[N:28]=[C:29]([CH3:30])[C:22]=12.ClCCl. The catalyst is BrC1C=CC=CC=1.CN(C1C=CN=CC=1)C. The product is [CH2:1]([N:8]([C:12]1[CH:17]=[CH:16][C:15]([O:18][C:21]2[CH:26]=[CH:25][N:24]=[C:23]3[N:27]([CH2:31][C:32]4[CH:33]=[CH:34][C:35]([O:38][CH3:39])=[CH:36][CH:37]=4)[N:28]=[C:29]([CH3:30])[C:22]=23)=[C:14]([F:19])[CH:13]=1)[C:9](=[O:11])[CH3:10])[C:2]1[CH:3]=[CH:4][CH:5]=[CH:6][CH:7]=1. The yield is 0.740. (2) The reactants are [Cl:1][C:2]1[CH:3]=[CH:4][C:5]([F:27])=[C:6]([S:8]([NH:11][C:12]2[CH:17]=[CH:16][C:15]([C:18]3[CH:23]=[N:22][C:21]([C:24]#[N:25])=[C:20](Cl)[N:19]=3)=[CH:14][CH:13]=2)(=[O:10])=[O:9])[CH:7]=1.[NH2:28][NH2:29]. The catalyst is CC(O)C.O. The product is [NH2:25][C:24]1[C:21]2[C:20](=[N:19][C:18]([C:15]3[CH:16]=[CH:17][C:12]([NH:11][S:8]([C:6]4[CH:7]=[C:2]([Cl:1])[CH:3]=[CH:4][C:5]=4[F:27])(=[O:10])=[O:9])=[CH:13][CH:14]=3)=[CH:23][N:22]=2)[NH:29][N:28]=1. The yield is 0.220. (3) The reactants are [NH2:1][C:2]1[S:3][C:4]([C:8]([O:10][CH2:11][CH3:12])=[O:9])=[C:5]([CH3:7])[N:6]=1.Cl[CH2:14][CH2:15][N:16]=[C:17]=[O:18].C(=O)([O-])[O-].[K+].[K+]. The catalyst is O1CCCC1.[I-].C([N+](CCCC)(CCCC)CCCC)CCC. The product is [CH3:7][C:5]1[N:6]=[C:2]([N:1]2[CH2:14][CH2:15][NH:16][C:17]2=[O:18])[S:3][C:4]=1[C:8]([O:10][CH2:11][CH3:12])=[O:9]. The yield is 0.710.